This data is from Full USPTO retrosynthesis dataset with 1.9M reactions from patents (1976-2016). The task is: Predict the reactants needed to synthesize the given product. (1) The reactants are: [F:1][C:2]([F:45])([F:44])[C:3]1[CH:4]=[C:5]([C:13]([CH3:43])([CH3:42])[C:14]([N:16]([C:18]2[CH:19]=[N:20][C:21]([C:31]#[C:32][CH2:33][O:34][Si](C(C)(C)C)(C)C)=[CH:22][C:23]=2[C:24]2[CH:29]=[CH:28][CH:27]=[CH:26][C:25]=2[CH3:30])[CH3:17])=[O:15])[CH:6]=[C:7]([C:9]([F:12])([F:11])[F:10])[CH:8]=1.[F-].C([N+](CCCC)(CCCC)CCCC)CCC.O. Given the product [F:12][C:9]([F:10])([F:11])[C:7]1[CH:6]=[C:5]([C:13]([CH3:42])([CH3:43])[C:14]([N:16]([C:18]2[CH:19]=[N:20][C:21]([C:31]#[C:32][CH2:33][OH:34])=[CH:22][C:23]=2[C:24]2[CH:29]=[CH:28][CH:27]=[CH:26][C:25]=2[CH3:30])[CH3:17])=[O:15])[CH:4]=[C:3]([C:2]([F:1])([F:44])[F:45])[CH:8]=1, predict the reactants needed to synthesize it. (2) Given the product [Cl:30][C:31]1[C:32]([F:39])=[C:33]([CH:34]([C:2]2[N:3]=[CH:4][N:5]([C:7]([C:14]3[CH:15]=[CH:16][CH:17]=[CH:18][CH:19]=3)([C:8]3[CH:13]=[CH:12][CH:11]=[CH:10][CH:9]=3)[C:20]3[CH:25]=[CH:24][CH:23]=[CH:22][CH:21]=3)[CH:6]=2)[OH:35])[CH:36]=[CH:37][CH:38]=1, predict the reactants needed to synthesize it. The reactants are: I[C:2]1[N:3]=[CH:4][N:5]([C:7]([C:20]2[CH:25]=[CH:24][CH:23]=[CH:22][CH:21]=2)([C:14]2[CH:19]=[CH:18][CH:17]=[CH:16][CH:15]=2)[C:8]2[CH:13]=[CH:12][CH:11]=[CH:10][CH:9]=2)[CH:6]=1.C([Mg]Br)C.[Cl:30][C:31]1[C:32]([F:39])=[C:33]([CH:36]=[CH:37][CH:38]=1)[CH:34]=[O:35]. (3) Given the product [C:1]([O:5][C:6]([C:8]1([C:13]([OH:15])=[O:14])[CH2:10][CH:9]1[CH2:11][CH3:12])=[O:7])([CH3:2])([CH3:3])[CH3:4], predict the reactants needed to synthesize it. The reactants are: [C:1]([O:5][C:6]([C:8]1([C:13]([O:15]C(C)(C)C)=[O:14])[CH2:10][CH:9]1[CH2:11][CH3:12])=[O:7])([CH3:4])([CH3:3])[CH3:2].CC(C)([O-])C.[K+]. (4) The reactants are: [CH:1]1([NH2:7])[CH2:6][CH2:5][CH2:4][CH2:3][CH2:2]1.[Al](C)(C)C.[Cl:12][C:13]1[CH:18]=[CH:17][C:16]([N:19]2[C:23]([CH2:24][N:25]3[CH2:29][CH2:28][CH2:27][CH2:26]3)=[C:22]([C:30](OCC)=[O:31])[N:21]=[C:20]2[C:35]2[CH:40]=[CH:39][C:38]([Cl:41])=[CH:37][C:36]=2[Cl:42])=[CH:15][CH:14]=1.C([O-])(O)=O.[Na+]. Given the product [CH:1]1([NH:7][C:30]([C:22]2[N:21]=[C:20]([C:35]3[CH:40]=[CH:39][C:38]([Cl:41])=[CH:37][C:36]=3[Cl:42])[N:19]([C:16]3[CH:15]=[CH:14][C:13]([Cl:12])=[CH:18][CH:17]=3)[C:23]=2[CH2:24][N:25]2[CH2:29][CH2:28][CH2:27][CH2:26]2)=[O:31])[CH2:6][CH2:5][CH2:4][CH2:3][CH2:2]1, predict the reactants needed to synthesize it. (5) Given the product [CH2:27]([C:10]1[C:9]([CH2:8][C:6]([OH:5])=[O:7])=[C:13]([CH2:14][CH3:15])[N:12]([CH2:16][C:17]2[CH:25]=[CH:24][C:20]([C:21]3[NH:38][C:39]4=[N:40][CH:41]=[CH:42][CH:43]=[C:44]4[N:45]=3)=[CH:19][C:18]=2[F:26])[N:11]=1)[CH3:28], predict the reactants needed to synthesize it. The reactants are: C([O:5][C:6]([CH2:8][C:9]1[C:10]([CH2:27][CH3:28])=[N:11][N:12]([CH2:16][C:17]2[CH:25]=[CH:24][C:20]([C:21](O)=O)=[CH:19][C:18]=2[F:26])[C:13]=1[CH2:14][CH3:15])=[O:7])(C)(C)C.C(N(C(C)C)CC)(C)C.[NH2:38][C:39]1[C:44]([NH2:45])=[CH:43][CH:42]=[CH:41][N:40]=1.C(O)(=O)C. (6) Given the product [F:37][C:30]1[CH:29]=[C:28]([F:38])[C:27]([C:2]#[C:1][C:3]2[CH:4]=[N:5][N:6]3[C:11]([C:12]([F:14])([F:13])[F:15])=[CH:10][C:9]([C:16]4[CH:21]=[CH:20][C:19]([C:22]([F:25])([F:24])[F:23])=[CH:18][CH:17]=4)=[N:8][C:7]=23)=[CH:32][C:31]=1[S:33]([NH2:36])(=[O:34])=[O:35], predict the reactants needed to synthesize it. The reactants are: [C:1]([C:3]1[CH:4]=[N:5][N:6]2[C:11]([C:12]([F:15])([F:14])[F:13])=[CH:10][C:9]([C:16]3[CH:21]=[CH:20][C:19]([C:22]([F:25])([F:24])[F:23])=[CH:18][CH:17]=3)=[N:8][C:7]=12)#[CH:2].Br[C:27]1[C:28]([F:38])=[CH:29][C:30]([F:37])=[C:31]([S:33]([NH2:36])(=[O:35])=[O:34])[CH:32]=1.